This data is from Peptide-MHC class II binding affinity with 134,281 pairs from IEDB. The task is: Regression. Given a peptide amino acid sequence and an MHC pseudo amino acid sequence, predict their binding affinity value. This is MHC class II binding data. (1) The peptide sequence is AFMVAATAANAAPAN. The MHC is HLA-DPA10103-DPB10301 with pseudo-sequence HLA-DPA10103-DPB10301. The binding affinity (normalized) is 0.588. (2) The peptide sequence is YDKFLANVSTVLTGT. The MHC is DRB3_0202 with pseudo-sequence DRB3_0202. The binding affinity (normalized) is 0.850. (3) The peptide sequence is VVVHITDDNEEPIAP. The MHC is DRB1_1302 with pseudo-sequence DRB1_1302. The binding affinity (normalized) is 0.377. (4) The peptide sequence is KKLVSGWNSITVMPLLC. The MHC is HLA-DQA10102-DQB10501 with pseudo-sequence HLA-DQA10102-DQB10501. The binding affinity (normalized) is 0.703. (5) The peptide sequence is GWDLNAASAYCSTWD. The MHC is DRB1_1201 with pseudo-sequence DRB1_1201. The binding affinity (normalized) is 0.248. (6) The peptide sequence is ETDKGPLDKEAIEER. The MHC is HLA-DQA10201-DQB10303 with pseudo-sequence HLA-DQA10201-DQB10303. The binding affinity (normalized) is 0. (7) The peptide sequence is CAKFTCAKSMSLFEVKK. The MHC is HLA-DQA10501-DQB10303 with pseudo-sequence HLA-DQA10501-DQB10303. The binding affinity (normalized) is 0.360. (8) The peptide sequence is GFKAALAAAAGVPPADKYRT. The MHC is DRB1_1201 with pseudo-sequence DRB1_1201. The binding affinity (normalized) is 0.379. (9) The peptide sequence is PADKYKTLEAAFTVS. The MHC is HLA-DQA10401-DQB10402 with pseudo-sequence HLA-DQA10401-DQB10402. The binding affinity (normalized) is 0.321.